This data is from Peptide-MHC class I binding affinity with 185,985 pairs from IEDB/IMGT. The task is: Regression. Given a peptide amino acid sequence and an MHC pseudo amino acid sequence, predict their binding affinity value. This is MHC class I binding data. (1) The peptide sequence is CEKRLLLKL. The MHC is HLA-B27:05 with pseudo-sequence HLA-B27:05. The binding affinity (normalized) is 0.0847. (2) The peptide sequence is WRRRWQQLLA. The MHC is Mamu-B03 with pseudo-sequence Mamu-B03. The binding affinity (normalized) is 0.447.